From a dataset of NCI-60 drug combinations with 297,098 pairs across 59 cell lines. Regression. Given two drug SMILES strings and cell line genomic features, predict the synergy score measuring deviation from expected non-interaction effect. (1) Drug 1: COC1=C(C=C2C(=C1)N=CN=C2NC3=CC(=C(C=C3)F)Cl)OCCCN4CCOCC4. Drug 2: CCC1(CC2CC(C3=C(CCN(C2)C1)C4=CC=CC=C4N3)(C5=C(C=C6C(=C5)C78CCN9C7C(C=CC9)(C(C(C8N6C=O)(C(=O)OC)O)OC(=O)C)CC)OC)C(=O)OC)O.OS(=O)(=O)O. Cell line: SF-295. Synergy scores: CSS=7.04, Synergy_ZIP=7.33, Synergy_Bliss=9.89, Synergy_Loewe=11.5, Synergy_HSA=11.6. (2) Drug 1: CC1=C(C(CCC1)(C)C)C=CC(=CC=CC(=CC(=O)O)C)C. Drug 2: CCCCC(=O)OCC(=O)C1(CC(C2=C(C1)C(=C3C(=C2O)C(=O)C4=C(C3=O)C=CC=C4OC)O)OC5CC(C(C(O5)C)O)NC(=O)C(F)(F)F)O. Cell line: K-562. Synergy scores: CSS=49.4, Synergy_ZIP=0.836, Synergy_Bliss=4.47, Synergy_Loewe=-2.18, Synergy_HSA=5.53. (3) Drug 1: CC1C(C(=O)NC(C(=O)N2CCCC2C(=O)N(CC(=O)N(C(C(=O)O1)C(C)C)C)C)C(C)C)NC(=O)C3=C4C(=C(C=C3)C)OC5=C(C(=O)C(=C(C5=N4)C(=O)NC6C(OC(=O)C(N(C(=O)CN(C(=O)C7CCCN7C(=O)C(NC6=O)C(C)C)C)C)C(C)C)C)N)C. Drug 2: CC12CCC3C(C1CCC2OP(=O)(O)O)CCC4=C3C=CC(=C4)OC(=O)N(CCCl)CCCl.[Na+]. Cell line: HS 578T. Synergy scores: CSS=57.9, Synergy_ZIP=24.0, Synergy_Bliss=27.2, Synergy_Loewe=20.7, Synergy_HSA=26.1. (4) Drug 1: CC(C)(C1=NC(=CC=C1)N2C3=NC(=NC=C3C(=O)N2CC=C)NC4=CC=C(C=C4)N5CCN(CC5)C)O. Drug 2: CCC1(C2=C(COC1=O)C(=O)N3CC4=CC5=C(C=CC(=C5CN(C)C)O)N=C4C3=C2)O. Cell line: SW-620. Synergy scores: CSS=73.9, Synergy_ZIP=4.76, Synergy_Bliss=4.25, Synergy_Loewe=6.33, Synergy_HSA=11.5. (5) Drug 2: CC1C(C(CC(O1)OC2CC(CC3=C2C(=C4C(=C3O)C(=O)C5=C(C4=O)C(=CC=C5)OC)O)(C(=O)CO)O)N)O.Cl. Synergy scores: CSS=43.1, Synergy_ZIP=4.89, Synergy_Bliss=3.16, Synergy_Loewe=-34.5, Synergy_HSA=-2.43. Cell line: MOLT-4. Drug 1: N.N.Cl[Pt+2]Cl. (6) Drug 1: CCN(CC)CCNC(=O)C1=C(NC(=C1C)C=C2C3=C(C=CC(=C3)F)NC2=O)C. Drug 2: CC1C(C(CC(O1)OC2CC(CC3=C2C(=C4C(=C3O)C(=O)C5=CC=CC=C5C4=O)O)(C(=O)C)O)N)O. Cell line: OVCAR-8. Synergy scores: CSS=36.5, Synergy_ZIP=1.34, Synergy_Bliss=1.62, Synergy_Loewe=-24.6, Synergy_HSA=1.98. (7) Drug 1: C1=CC=C(C=C1)NC(=O)CCCCCCC(=O)NO. Drug 2: COCCOC1=C(C=C2C(=C1)C(=NC=N2)NC3=CC=CC(=C3)C#C)OCCOC.Cl. Synergy scores: CSS=1.50, Synergy_ZIP=-1.19, Synergy_Bliss=-1.90, Synergy_Loewe=-5.23, Synergy_HSA=-4.81. Cell line: NCI-H226. (8) Drug 1: C(CC(=O)O)C(=O)CN.Cl. Drug 2: C1C(C(OC1N2C=NC3=C2NC=NCC3O)CO)O. Cell line: COLO 205. Synergy scores: CSS=30.4, Synergy_ZIP=0.0821, Synergy_Bliss=-1.18, Synergy_Loewe=-1.73, Synergy_HSA=-1.53. (9) Drug 1: CC1C(C(CC(O1)OC2CC(CC3=C2C(=C4C(=C3O)C(=O)C5=C(C4=O)C(=CC=C5)OC)O)(C(=O)C)O)N)O.Cl. Drug 2: C1=CC(=CC=C1C#N)C(C2=CC=C(C=C2)C#N)N3C=NC=N3. Cell line: OVCAR-8. Synergy scores: CSS=26.5, Synergy_ZIP=-3.58, Synergy_Bliss=1.55, Synergy_Loewe=-21.0, Synergy_HSA=0.628.